Dataset: Full USPTO retrosynthesis dataset with 1.9M reactions from patents (1976-2016). Task: Predict the reactants needed to synthesize the given product. (1) Given the product [CH3:1][O:24][C:23](=[O:25])[C@H:14]([CH2:15][C:16]1[CH:17]=[CH:18][C:19]([I:22])=[CH:20][CH:21]=1)[NH:13][C:11](=[O:12])[C:10]1[C:9]([Cl:8])=[CH:29][CH:28]=[CH:27][C:26]=1[Cl:30], predict the reactants needed to synthesize it. The reactants are: [CH3:1]O.S(=O)(=O)(O)O.[Cl:8][C:9]1[CH:29]=[CH:28][CH:27]=[C:26]([Cl:30])[C:10]=1[C:11]([NH:13][C@H:14]([C:23]([OH:25])=[O:24])[CH2:15][C:16]1[CH:21]=[CH:20][C:19]([I:22])=[CH:18][CH:17]=1)=[O:12]. (2) The reactants are: [O:1]=[C:2]1[C:11]2[C:6](=[CH:7][CH:8]=[C:9]([C:12]([O:14][CH3:15])=[O:13])[CH:10]=2)[N:5]=[CH:4][NH:3]1.C(=O)([O-])[O-].[K+].[K+].[F:22][C:23]([F:33])([F:32])[C:24]1[CH:25]=[C:26]([CH:29]=[CH:30][CH:31]=1)[CH2:27]Br. Given the product [O:1]=[C:2]1[C:11]2[C:6](=[CH:7][CH:8]=[C:9]([C:12]([O:14][CH3:15])=[O:13])[CH:10]=2)[N:5]=[CH:4][N:3]1[CH2:27][C:26]1[CH:29]=[CH:30][CH:31]=[C:24]([C:23]([F:22])([F:32])[F:33])[CH:25]=1, predict the reactants needed to synthesize it.